Dataset: Full USPTO retrosynthesis dataset with 1.9M reactions from patents (1976-2016). Task: Predict the reactants needed to synthesize the given product. (1) Given the product [F:8][C:9]1[CH:14]=[CH:13][CH:12]=[CH:11][C:10]=1[N:15]1[C:23]2[C:18](=[C:19]([N:24]3[CH2:31][C@@H:30]4[C@@H:26]([N:27]([C:3](=[O:4])[C:2]([OH:1])([CH3:7])[CH3:6])[CH2:28][CH2:29]4)[C:25]3=[O:32])[CH:20]=[CH:21][CH:22]=2)[CH:17]=[N:16]1, predict the reactants needed to synthesize it. The reactants are: [OH:1][C:2]([CH3:7])([CH3:6])[C:3](O)=[O:4].[F:8][C:9]1[CH:14]=[CH:13][CH:12]=[CH:11][C:10]=1[N:15]1[C:23]2[C:18](=[C:19]([N:24]3[CH2:31][C@@H:30]4[C@@H:26]([NH:27][CH2:28][CH2:29]4)[C:25]3=[O:32])[CH:20]=[CH:21][CH:22]=2)[CH:17]=[N:16]1.C(N(CC)CC)C.F[P-](F)(F)(F)(F)F.CN(C(N1C2C(=NC=CC=2)[N+]([O-])=N1)=[N+](C)C)C. (2) Given the product [Cl:3][C:4]1[S:8][C:7]([C:9]2[N:13]([C:14]3[CH:19]=[CH:18][C:17]([Cl:20])=[CH:16][C:15]=3[Cl:21])[N:12]=[C:11]([C:22](=[O:31])[CH:23]([CH3:33])[C:24]([N:26]3[CH2:27][CH2:28][CH2:29][CH2:30]3)=[O:25])[C:10]=2[CH3:32])=[CH:6][CH:5]=1, predict the reactants needed to synthesize it. The reactants are: [H-].[Na+].[Cl:3][C:4]1[S:8][C:7]([C:9]2[N:13]([C:14]3[CH:19]=[CH:18][C:17]([Cl:20])=[CH:16][C:15]=3[Cl:21])[N:12]=[C:11]([C:22](=[O:31])[CH2:23][C:24]([N:26]3[CH2:30][CH2:29][CH2:28][CH2:27]3)=[O:25])[C:10]=2[CH3:32])=[CH:6][CH:5]=1.[CH3:33]I. (3) Given the product [ClH:47].[ClH:13].[CH3:15][O:16][C:17]1[CH:18]=[C:19]2[C:23](=[CH:24][CH:25]=1)[NH:22][CH:21]=[C:20]2[CH:26]1[CH2:27][CH2:28][N:29]([CH:32]2[CH2:33][CH2:34][C:35]([N:44]([CH3:45])[CH3:46])([C:38]3[CH:43]=[CH:42][CH:41]=[CH:40][CH:39]=3)[CH2:36][CH2:37]2)[CH2:30][CH2:31]1, predict the reactants needed to synthesize it. The reactants are: C1(N)C(F)=C(F)C(F)=C(N)C=1F.[ClH:13].Cl.[CH3:15][O:16][C:17]1[CH:18]=[C:19]2[C:23](=[CH:24][CH:25]=1)[NH:22][CH:21]=[C:20]2[CH:26]1[CH2:31][CH2:30][N:29]([CH:32]2[CH2:37][CH2:36][C:35]([N:44]([CH3:46])[CH3:45])([C:38]3[CH:43]=[CH:42][CH:41]=[CH:40][CH:39]=3)[CH2:34][CH2:33]2)[CH2:28][CH2:27]1.[Cl:47][Si](C)(C)C. (4) Given the product [CH3:1][O:2][C:3]1[CH:8]=[CH:7][C:6]([S:9]([N:27]2[CH2:28][C:25]3([CH2:22][O:23][CH2:24]3)[CH2:26]2)(=[O:11])=[O:10])=[CH:5][C:4]=1[N+:13]([O-:15])=[O:14], predict the reactants needed to synthesize it. The reactants are: [CH3:1][O:2][C:3]1[CH:8]=[CH:7][C:6]([S:9](Cl)(=[O:11])=[O:10])=[CH:5][C:4]=1[N+:13]([O-:15])=[O:14].C(O)(=O)C(O)=O.[CH2:22]1[C:25]2([CH2:28][NH:27][CH2:26]2)[CH2:24][O:23]1.C(N(CC)CC)C. (5) The reactants are: [Cl:1][C:2]1[CH:3]=[C:4]([NH:19][C:20]2[C:30]3[CH:29]=[C:28]([C:31]([OH:33])=O)[CH2:27][CH2:26][NH:25][C:24]=3[N:23]=[CH:22][N:21]=2)[CH:5]=[CH:6][C:7]=1[O:8][C:9]1[CH:14]=[CH:13][CH:12]=[C:11]([C:15]([F:18])([F:17])[F:16])[CH:10]=1.Cl.[NH2:35][CH2:36][CH2:37][O:38][CH:39]([CH2:42][O:43][CH3:44])[CH2:40][OH:41].ON1C2C=CC=CC=2N=N1.Cl.C(N=C=NCCCN(C)C)C. Given the product [F:16][C:15]([F:18])([F:17])[C:11]1[CH:10]=[C:9]([CH:14]=[CH:13][CH:12]=1)[O:8][C:7]1[CH:6]=[CH:5][C:4]([NH:19][C:20]2[C:30]3[CH:29]=[C:28]([C:31]([NH:35][CH2:36][CH2:37][O:38][CH:39]([CH2:42][O:43][CH3:44])[CH2:40][OH:41])=[O:33])[CH2:27][CH2:26][NH:25][C:24]=3[N:23]=[CH:22][N:21]=2)=[CH:3][C:2]=1[Cl:1], predict the reactants needed to synthesize it. (6) Given the product [Br:23][C:2]1[CH:3]=[C:4]2[C:8](=[CH:9][C:10]=1[N+:11]([O-:13])=[O:12])[CH2:7][CH2:6][CH2:5]2, predict the reactants needed to synthesize it. The reactants are: N[C:2]1[CH:3]=[C:4]2[C:8](=[CH:9][C:10]=1[N+:11]([O-:13])=[O:12])[CH2:7][CH2:6][CH2:5]2.OS(O)(=O)=O.N([O-])=O.[Na+].[BrH:23].